Task: Predict the reactants needed to synthesize the given product.. Dataset: Full USPTO retrosynthesis dataset with 1.9M reactions from patents (1976-2016) (1) Given the product [F:1][C:2]1[CH:7]=[C:6]([I:8])[CH:5]=[CH:4][C:3]=1[N:9]1[C:14]([N:15]=[CH:16][N:17]([CH3:18])[CH3:19])=[CH:13][C:12](=[O:20])[N:11]([CH2:39][C:38]2[CH:41]=[CH:42][C:35]([O:34][CH3:33])=[CH:36][CH:37]=2)[C:10]1=[O:21], predict the reactants needed to synthesize it. The reactants are: [F:1][C:2]1[CH:7]=[C:6]([I:8])[CH:5]=[CH:4][C:3]=1[N:9]1[C:14]([N:15]=[CH:16][N:17]([CH3:19])[CH3:18])=[CH:13][C:12](=[O:20])[NH:11][C:10]1=[O:21].N12CCCN=C1CCCCC2.[CH3:33][O:34][C:35]1[CH:42]=[CH:41][C:38]([CH2:39]Cl)=[CH:37][CH:36]=1.C(O)(C)C. (2) The reactants are: Cl[C:2]1[CH:7]=[CH:6][C:5]([NH:8][C:9]([NH:11][C:12]2[CH:17]=[CH:16][CH:15]=[C:14]([C:18]3[CH:23]=[CH:22][CH:21]=[C:20]([N:24]4[CH2:28][CH2:27][CH2:26][CH2:25]4)[N:19]=3)[CH:13]=2)=[O:10])=[CH:4][CH:3]=1.[CH3:29][O:30]C1C=C(C=CC=1)N.CCN(C(C)C)C(C)C. Given the product [CH3:29][O:30][C:3]1[CH:4]=[C:5]([NH:8][C:9]([NH:11][C:12]2[CH:17]=[CH:16][CH:15]=[C:14]([C:18]3[CH:23]=[CH:22][CH:21]=[C:20]([N:24]4[CH2:28][CH2:27][CH2:26][CH2:25]4)[N:19]=3)[CH:13]=2)=[O:10])[CH:6]=[CH:7][CH:2]=1, predict the reactants needed to synthesize it.